From a dataset of Reaction yield outcomes from USPTO patents with 853,638 reactions. Predict the reaction yield, written as a fraction of the theoretical maximum amount of product (1.0 means a 100% yield; for example, 0.34 means a 34% yield). (1) The reactants are [Br:1][C:2]1[CH:7]=[CH:6][C:5]([S:8]([N:11]([CH3:13])[CH3:12])(=[O:10])=[O:9])=[C:4](F)[CH:3]=1.[C-:15]#[N:16].[Na+]. The catalyst is CN(C=O)C. The product is [Br:1][C:2]1[CH:7]=[CH:6][C:5]([S:8]([N:11]([CH3:13])[CH3:12])(=[O:10])=[O:9])=[C:4]([C:15]#[N:16])[CH:3]=1. The yield is 0.0700. (2) The reactants are Br[C:2]1[S:3][CH:4]=[CH:5][N:6]=1.[NH:7]1[CH2:13][CH2:12][CH2:11][NH:10][CH2:9][CH2:8]1. The catalyst is CC(N(C)C)=O. The product is [S:3]1[CH:4]=[CH:5][N:6]=[C:2]1[N:7]1[CH2:13][CH2:12][CH2:11][NH:10][CH2:9][CH2:8]1. The yield is 0.940. (3) The reactants are [C:1]([N:5]1[C:14]2[C:9](=[CH:10][CH:11]=[CH:12][CH:13]=2)[CH2:8][CH2:7][CH:6]1[CH2:15][N:16]1[CH2:21][CH2:20][N:19]([C:22]2[CH:30]=[CH:29][CH:28]=[C:27]3[C:23]=2[CH:24]=[CH:25][NH:26]3)[CH2:18][CH2:17]1)(=[O:4])[CH:2]=[CH2:3].[C-:31]#[N:32].[Na+].O. The catalyst is CN1CCCC1=O. The product is [C:31]([CH2:3][CH2:2][C:1]([N:5]1[C:14]2[C:9](=[CH:10][CH:11]=[CH:12][CH:13]=2)[CH2:8][CH2:7][CH:6]1[CH2:15][N:16]1[CH2:21][CH2:20][N:19]([C:22]2[CH:30]=[CH:29][CH:28]=[C:27]3[C:23]=2[CH:24]=[CH:25][NH:26]3)[CH2:18][CH2:17]1)=[O:4])#[N:32]. The yield is 0.360. (4) The reactants are [NH2:1][C@H:2]1[CH2:7][CH2:6][N:5]([C:8]2[S:9][C:10]([C:13]([O:15][CH2:16][CH3:17])=[O:14])=[CH:11][N:12]=2)[CH2:4][C@H:3]1[O:18][CH3:19].[Cl:20][C:21]1[N:22]=[C:23]([C:27](O)=[O:28])[NH:24][C:25]=1[Cl:26].CCN=C=NCCCN(C)C.Cl. The catalyst is CN(C1C=CN=CC=1)C. The product is [Cl:20][C:21]1[N:22]=[C:23]([C:27]([NH:1][C@H:2]2[CH2:7][CH2:6][N:5]([C:8]3[S:9][C:10]([C:13]([O:15][CH2:16][CH3:17])=[O:14])=[CH:11][N:12]=3)[CH2:4][C@H:3]2[O:18][CH3:19])=[O:28])[NH:24][C:25]=1[Cl:26]. The yield is 0.240. (5) The reactants are FC(F)(F)C1N=C(NC2C=CC([C@@H](C)C(O)=O)=CC=2)SC=1.[C:22]([NH:25][C:26]1[CH:31]=[CH:30][C:29]([C@@H:32]([CH3:37])[C:33]([O:35]C)=[O:34])=[CH:28][CH:27]=1)(=[S:24])[NH2:23].Br[CH2:39][C:40](=O)[C:41]([CH3:44])([CH3:43])[CH3:42]. No catalyst specified. The product is [C:41]([C:40]1[N:23]=[C:22]([NH:25][C:26]2[CH:31]=[CH:30][C:29]([C@@H:32]([CH3:37])[C:33]([OH:35])=[O:34])=[CH:28][CH:27]=2)[S:24][CH:39]=1)([CH3:44])([CH3:43])[CH3:42]. The yield is 0.550. (6) The reactants are [Cl:1][C:2]1[CH:10]=[CH:9][C:5]([C:6]([OH:8])=[O:7])=[C:4]([CH3:11])[CH:3]=1.C(O)(=O)C.C(O)(=O)C.[I:20]C1C=CC=CC=1.II. The catalyst is CN(C)C=O.COC(C)(C)C.Cl.C([O-])(=O)C.[Pd+2].C([O-])(=O)C. The product is [Cl:1][C:2]1[CH:3]=[C:4]([CH3:11])[C:5]([C:6]([OH:8])=[O:7])=[C:9]([I:20])[CH:10]=1. The yield is 0.940.